Dataset: Reaction yield outcomes from USPTO patents with 853,638 reactions. Task: Predict the reaction yield, written as a fraction of the theoretical maximum amount of product (1.0 means a 100% yield; for example, 0.34 means a 34% yield). (1) The reactants are Cl[C:2]1[CH:10]=[CH:9][C:5]([C:6]([NH2:8])=[O:7])=[CH:4][N:3]=1.[NH:11]1[CH2:15][CH2:14][CH:13]([OH:16])[CH2:12]1.C([O-])([O-])=O.[K+].[K+]. The catalyst is CN(C=O)C. The product is [OH:16][CH:13]1[CH2:14][CH2:15][N:11]([C:2]2[CH:10]=[CH:9][C:5]([C:6]([NH2:8])=[O:7])=[CH:4][N:3]=2)[CH2:12]1. The yield is 0.700. (2) The reactants are [CH3:1][N:2]1[C:6]([C:7]2[CH:8]=[C:9]([NH2:21])[CH:10]=[CH:11][C:12]=2[O:13][CH2:14][CH2:15][N:16]2[CH2:20][CH2:19][CH2:18][CH2:17]2)=[CH:5][CH:4]=[N:3]1.[F:22][C:23]([F:34])([F:33])[C:24]1[CH:32]=[CH:31][C:27]([C:28](O)=[O:29])=[CH:26][CH:25]=1.CN(C(ON1N=NC2C=CC=NC1=2)=[N+](C)C)C.F[P-](F)(F)(F)(F)F.C(N(CC)CC)C. The catalyst is CN(C=O)C. The product is [CH3:1][N:2]1[C:6]([C:7]2[CH:8]=[C:9]([NH:21][C:28](=[O:29])[C:27]3[CH:31]=[CH:32][C:24]([C:23]([F:22])([F:33])[F:34])=[CH:25][CH:26]=3)[CH:10]=[CH:11][C:12]=2[O:13][CH2:14][CH2:15][N:16]2[CH2:20][CH2:19][CH2:18][CH2:17]2)=[CH:5][CH:4]=[N:3]1. The yield is 0.710. (3) The reactants are C[O:2][C:3]1[CH:4]=[C:5]2[C:10](=[C:11]([N+:13]([O-:15])=[O:14])[CH:12]=1)[N:9]=[CH:8][CH:7]=[CH:6]2.Br. No catalyst specified. The product is [N+:13]([C:11]1[CH:12]=[C:3]([OH:2])[CH:4]=[C:5]2[C:10]=1[N:9]=[CH:8][CH:7]=[CH:6]2)([O-:15])=[O:14]. The yield is 0.950. (4) The reactants are [C:1]1(=[O:12])[NH:6][C:5](=[O:7])[C:4]2=[CH:8][CH:9]=[CH:10][CH:11]=[C:3]2[CH2:2]1.[CH:13](=O)[C:14]1[CH:19]=[CH:18][CH:17]=[CH:16][CH:15]=1.N1CCCCC1.C(O)(=O)C. The catalyst is O. The product is [CH:13](=[C:9]1[CH:10]=[CH:11][C:3]2[CH2:2][C:1]([NH:6][C:5](=[O:7])[C:4]=2[CH2:8]1)=[O:12])[C:14]1[CH:19]=[CH:18][CH:17]=[CH:16][CH:15]=1. The yield is 0.820. (5) The reactants are [C:1]([N:4]1[C:13]2[C:8](=[CH:9][C:10](Br)=[CH:11][CH:12]=2)[C@H:7]([NH2:15])[CH2:6][C@@H:5]1[CH3:16])(=[O:3])[CH3:2].[CH3:17][O:18][CH2:19][CH2:20][N:21]1[CH:25]=[C:24](B2OC(C)(C)C(C)(C)O2)[CH:23]=[N:22]1.C([O-])([O-])=O.[K+].[K+].O. The catalyst is O1CCOCC1.C1C=CC(P(C2C=CC=CC=2)[C-]2C=CC=C2)=CC=1.C1C=CC(P(C2C=CC=CC=2)[C-]2C=CC=C2)=CC=1.Cl[Pd]Cl.[Fe+2]. The product is [NH2:15][C@H:7]1[C:8]2[C:13](=[CH:12][CH:11]=[C:10]([C:24]3[CH:23]=[N:22][N:21]([CH2:20][CH2:19][O:18][CH3:17])[CH:25]=3)[CH:9]=2)[N:4]([C:1](=[O:3])[CH3:2])[C@@H:5]([CH3:16])[CH2:6]1. The yield is 0.680. (6) The reactants are [NH2:1][C@H:2]1[C@@H:6]2[O:7][C:8]([CH3:11])([CH3:10])[O:9][C@@H:5]2[C@@H:4]([O:12][CH2:13][C:14](OCC)=[O:15])[CH2:3]1.[H-].[Al+3].[Li+].[H-].[H-].[H-].O. The catalyst is O1CCCC1. The product is [NH2:1][C@H:2]1[C@@H:6]2[O:7][C:8]([CH3:10])([CH3:11])[O:9][C@@H:5]2[C@@H:4]([O:12][CH2:13][CH2:14][OH:15])[CH2:3]1. The yield is 0.650. (7) The reactants are [CH:1]([C:3]1[NH:7][C:6]([CH3:8])=[C:5]([C:9]([OH:11])=O)[C:4]=1[CH3:12])=[O:2].[NH2:13][CH2:14][CH2:15][N:16]1[CH2:20][CH2:19][CH2:18][CH2:17]1. No catalyst specified. The product is [N:16]1([CH2:15][CH2:14][NH:13][C:9]([C:5]2[C:4]([CH3:12])=[C:3]([CH:1]=[O:2])[NH:7][C:6]=2[CH3:8])=[O:11])[CH2:20][CH2:19][CH2:18][CH2:17]1. The yield is 0.730.